Task: Predict which catalyst facilitates the given reaction.. Dataset: Catalyst prediction with 721,799 reactions and 888 catalyst types from USPTO Reactant: [CH:1]1([C:4]([N:6]2[CH2:11][C@@H:10]([CH3:12])[N:9]([C:13]3[C:18]([CH3:19])=[CH:17][C:16]([N+:20]([O-])=O)=[CH:15][N:14]=3)[CH2:8][C@@H:7]2[CH3:23])=[O:5])[CH2:3][CH2:2]1. Product: [NH2:20][C:16]1[CH:17]=[C:18]([CH3:19])[C:13]([N:9]2[C@H:10]([CH3:12])[CH2:11][N:6]([C:4]([CH:1]3[CH2:3][CH2:2]3)=[O:5])[C@@H:7]([CH3:23])[CH2:8]2)=[N:14][CH:15]=1. The catalyst class is: 50.